Dataset: Full USPTO retrosynthesis dataset with 1.9M reactions from patents (1976-2016). Task: Predict the reactants needed to synthesize the given product. (1) Given the product [F:30][C@H:28]1[CH2:27][N:26]([CH3:31])[C@H:25]([C:22]2[N:20]3[CH:21]=[C:16]([O:12][C@H:5]4[C:6]5[C:11](=[CH:10][CH:9]=[CH:8][CH:7]=5)[C@@H:2]([NH2:1])[CH2:3][CH2:4]4)[CH:17]=[CH:18][C:19]3=[N:24][N:23]=2)[CH2:29]1, predict the reactants needed to synthesize it. The reactants are: [NH2:1][C@@H:2]1[C:11]2[C:6](=[CH:7][CH:8]=[CH:9][CH:10]=2)[C@H:5]([OH:12])[CH2:4][CH2:3]1.[H-].[Na+].F[C:16]1[CH:17]=[CH:18][C:19]2[N:20]([C:22]([C@@H:25]3[CH2:29][C@@H:28]([F:30])[CH2:27][N:26]3[CH3:31])=[N:23][N:24]=2)[CH:21]=1.N. (2) Given the product [Br:9][C:10]1[CH:17]=[CH:16][CH:15]=[CH:14][C:11]=1[CH:12]([C:1]1[CH:6]=[CH:5][CH:4]=[CH:3][CH:2]=1)[OH:13], predict the reactants needed to synthesize it. The reactants are: [C:1]1([Mg]Br)[CH:6]=[CH:5][CH:4]=[CH:3][CH:2]=1.[Br:9][C:10]1[CH:17]=[CH:16][CH:15]=[CH:14][C:11]=1[CH:12]=[O:13]. (3) Given the product [Cl:1][C:2]1[CH:7]=[CH:6][CH:5]=[CH:4][C:3]=1[O:8][C:12]1[CH:13]=[C:14]([N:33]([CH2:41][CH:42]2[CH2:43][CH2:44][O:45][CH2:46][CH2:47]2)[C:34](=[O:40])[O:35][C:36]([CH3:37])([CH3:38])[CH3:39])[C:15]2[N:16]([C:18]([C:21]3[CH:26]=[CH:25][C:24]([C:27](=[O:32])[NH:28][CH:29]4[CH2:30][CH2:31]4)=[CH:23][CH:22]=3)=[CH:19][N:20]=2)[N:17]=1, predict the reactants needed to synthesize it. The reactants are: [Cl:1][C:2]1[CH:7]=[CH:6][CH:5]=[CH:4][C:3]=1[OH:8].[H-].[Na+].Cl[C:12]1[CH:13]=[C:14]([N:33]([CH2:41][CH:42]2[CH2:47][CH2:46][O:45][CH2:44][CH2:43]2)[C:34](=[O:40])[O:35][C:36]([CH3:39])([CH3:38])[CH3:37])[C:15]2[N:16]([C:18]([C:21]3[CH:26]=[CH:25][C:24]([C:27](=[O:32])[NH:28][CH:29]4[CH2:31][CH2:30]4)=[CH:23][CH:22]=3)=[CH:19][N:20]=2)[N:17]=1.[Cl-].[NH4+]. (4) The reactants are: [Cl:1][C:2]1[CH:19]=[CH:18][C:5]2[NH:6][C:7](=[O:17])[CH2:8][N:9]=[C:10]([C:11]3[CH:16]=[CH:15][CH:14]=[CH:13][CH:12]=3)[C:4]=2[CH:3]=1.[CH2:20]([O:22][C:23](=[O:26])[CH2:24]Br)[CH3:21]. Given the product [CH2:20]([O:22][C:23](=[O:26])[CH2:24][N:6]1[C:5]2[CH:18]=[CH:19][C:2]([Cl:1])=[CH:3][C:4]=2[C:10]([C:11]2[CH:16]=[CH:15][CH:14]=[CH:13][CH:12]=2)=[N:9][CH2:8][C:7]1=[O:17])[CH3:21], predict the reactants needed to synthesize it. (5) Given the product [CH3:1][N:2]1[CH2:7][CH2:6][CH2:5][C@H:4]([NH:8][C:16]([C:18]2[C:22]([NH:23][C:24]([NH2:26])=[O:25])=[CH:21][N:20]([C:27]3[CH:32]=[CH:31][CH:30]=[C:29]([F:33])[CH:28]=3)[CH:19]=2)=[O:15])[CH2:3]1, predict the reactants needed to synthesize it. The reactants are: [CH3:1][N:2]1[CH2:7][CH2:6][CH2:5][C@H:4]([NH2:8])[CH2:3]1.C[Al](C)C.C([O:15][C:16]([C:18]1[C:22]([NH:23][C:24]([NH2:26])=[O:25])=[CH:21][N:20]([C:27]2[CH:32]=[CH:31][CH:30]=[C:29]([F:33])[CH:28]=2)[CH:19]=1)=O)C. (6) Given the product [OH:7][C:8]1[CH:9]=[C:10]([CH:14]([O:17][C:18]2[CH:25]=[CH:24][C:21]([C:22]#[N:23])=[C:20]([C:26]([F:29])([F:27])[F:28])[CH:19]=2)[CH2:15][CH3:16])[CH:11]=[N:12][CH:13]=1, predict the reactants needed to synthesize it. The reactants are: COCCOC[O:7][C:8]1[CH:9]=[C:10]([CH:14]([O:17][C:18]2[CH:25]=[CH:24][C:21]([C:22]#[N:23])=[C:20]([C:26]([F:29])([F:28])[F:27])[CH:19]=2)[CH2:15][CH3:16])[CH:11]=[N:12][CH:13]=1.C1COCC1. (7) Given the product [C:1]([O:5][C:6](=[O:33])[NH:7][C:8]1[CH:13]=[CH:12][C:11]([S:14][C:15]2[CH:20]=[CH:19][C:18]([S:21](=[O:30])(=[O:31])[NH:22][C:23]3[CH:28]=[CH:27][C:26]([Br:29])=[CH:25][CH:24]=3)=[CH:17][C:16]=2[NH:32][C:47]2[C:36]3[CH:41]=[CH:40][C:39]([CH3:42])=[N:38][C:37]=3[N:43]=[CH:44][N:45]=2)=[CH:10][CH:9]=1)([CH3:4])([CH3:2])[CH3:3], predict the reactants needed to synthesize it. The reactants are: [C:1]([O:5][C:6](=[O:33])[NH:7][C:8]1[CH:13]=[CH:12][C:11]([S:14][C:15]2[CH:20]=[CH:19][C:18]([S:21](=[O:31])(=[O:30])[NH:22][C:23]3[CH:28]=[CH:27][C:26]([Br:29])=[CH:25][CH:24]=3)=[CH:17][C:16]=2[NH2:32])=[CH:10][CH:9]=1)([CH3:4])([CH3:3])[CH3:2].C([C:36]1[C:37]([N:43]=[CH:44][N:45]([CH3:47])C)=[N:38][C:39]([CH3:42])=[CH:40][CH:41]=1)#N.